From a dataset of Experimentally validated miRNA-target interactions with 360,000+ pairs, plus equal number of negative samples. Binary Classification. Given a miRNA mature sequence and a target amino acid sequence, predict their likelihood of interaction. (1) The miRNA is hsa-miR-3115 with sequence AUAUGGGUUUACUAGUUGGU. The protein sequence of the target gene is MSPGSRGRPRQRLEDRGLMKPPSLSKRRLLPRVQFLPLLLLALAMGLAFYIVWNSWHPGVEEMSRSRDLRVPLIGSLSEAKLRLVVGQLDPQRLWGTFLRPLLIVRPPGSSGNLQVRKFLEATLQSLSAGWHVELDPFTASTPLGPLDFGNVVATLDPGAARHLTLACHYDSKFFPPGLPPFVGATDSAVPCALLLELVQALDAMLSRIKQQAAPVTLQLLFLDGEEALKEWGPKDSLYGSRHLAQIMESIPHSPGPTRIQAIELFVLLDLLGASSPIFFSHFPRTARWFQRLRSIEKRL.... Result: 0 (no interaction). (2) The miRNA is hsa-miR-194-5p with sequence UGUAACAGCAACUCCAUGUGGA. The protein sequence of the target gene is MRNLKLHRTLEFRDIQAPGKPQCFCLRAEQGTVLIGSERGLTEVDPVRREVKTEISLVAEGFLPEDGSGCIVGIQDLLDQESVCVATASGDVIVCNLSTQQLECVGSVASGISVMSWSPDQELLLLATAQQTLIMMTKDFEVIAEEQIHQDDFGEGKFVTVGWGSKQTQFHGSEGRPTAFPVQLPENALPWDDRRPHITWRGDGQYFAVSVVCRQTEARKIRVWNREFALQSTSESVPGLGPALAWKPSGSLIASTQDKPNQQDVVFFEKNGLLHGHFTLPFLKDEVKVNDLLWNADSSV.... Result: 0 (no interaction). (3) The miRNA is hsa-miR-5692a with sequence CAAAUAAUACCACAGUGGGUGU. The protein sequence of the target gene is MKLTSEKLPKNPFYASVSQYAAKNQKFFQWKKEKTDYTHANLVDKALQLLKERILKGDTLAYFLRGQLYFEEGWYEEALEQFEEIKEKDHQATYQLGVMYYDGLGTTLDAEKGVDYMKKILDSPCPKARHLKFAAAYNLGRAYYEGKGVKRSNEEAERLWLIAADNGNPKASVKAQSMLGLYYSTKEPKELEKAFYWHSEACGNGNLESQGALGLMYLYGQGIRQDTEAALQCLREAAERGNVYAQGNLVEYYYKMKFFTKCVAFSKRIADYDEVHDIPMIAQVTDCLPEFIGRGMAMAS.... Result: 1 (interaction). (4) The miRNA is mmu-miR-3089-5p with sequence UGAGUUCAGGGACAGCGUGUCU. The protein sequence of the target gene is MALETVPKDLRHLRACLLCSLVKTIDQFEYDGCDNCDAYLQMKGNREMVYDCTSSSFDGIIAMMSPEDSWVSKWQRVSNFKPGVYAVSVTGRLPQGIVRELKSRGVAYKSRDTAIKT. Result: 0 (no interaction).